From a dataset of Forward reaction prediction with 1.9M reactions from USPTO patents (1976-2016). Predict the product of the given reaction. (1) Given the reactants [O:1]1[C:5]2[CH:6]=[CH:7][C:8]([C:10]3[C:11]([C:15]4[CH:20]=[CH:19][CH:18]=[C:17]([CH3:21])[N:16]=4)=[N:12][NH:13][CH:14]=3)=[CH:9][C:4]=2[O:3][CH2:2]1.O1C2C=CC(C[C:32]([C:34]3C=CC=C(Br)[N:35]=3)=O)=CC=2OC1.C[O-].[Na+].BrCC#N, predict the reaction product. The product is: [O:1]1[C:5]2[CH:6]=[CH:7][C:8]([C:10]3[C:11]([C:15]4[CH:20]=[CH:19][CH:18]=[C:17]([CH3:21])[N:16]=4)=[N:12][N:13]([CH2:32][C:34]#[N:35])[CH:14]=3)=[CH:9][C:4]=2[O:3][CH2:2]1. (2) Given the reactants I.[Cl:2][C:3]1[C:4]2[C:5]3[C:6](=[C:20]([CH3:23])[O:21][N:22]=3)[C:7](=[O:19])[N:8]([CH:13]3[CH2:18][CH2:17][CH2:16][NH:15][CH2:14]3)[C:9]=2[CH:10]=[CH:11][CH:12]=1.N12CCCN=C1CCCCC2.[O:35]1[CH2:44][CH:36]1[CH2:37][C:38]1[CH:43]=[CH:42][CH:41]=[CH:40][CH:39]=1, predict the reaction product. The product is: [Cl:2][C:3]1[C:4]2[C:5]3[C:6](=[C:20]([CH3:23])[O:21][N:22]=3)[C:7](=[O:19])[N:8]([CH:13]3[CH2:18][CH2:17][CH2:16][N:15]([CH2:44][CH:36]([OH:35])[CH2:37][C:38]4[CH:43]=[CH:42][CH:41]=[CH:40][CH:39]=4)[CH2:14]3)[C:9]=2[CH:10]=[CH:11][CH:12]=1. (3) The product is: [NH2:1][C:4]1[CH:9]=[CH:8][C:7]([N:10]2[CH2:11][CH2:12][CH:13]([C:16]([O:18][CH3:19])=[O:17])[CH2:14][CH2:15]2)=[CH:6][CH:5]=1. Given the reactants [N+:1]([C:4]1[CH:9]=[CH:8][C:7]([N:10]2[CH2:15][CH2:14][CH:13]([C:16]([O:18][CH3:19])=[O:17])[CH2:12][CH2:11]2)=[CH:6][CH:5]=1)([O-])=O.Cl.C(=O)([O-])[O-].[Na+].[Na+], predict the reaction product. (4) Given the reactants [Br:1][C:2]1[C:11]([OH:12])=[CH:10][CH:9]=[C:8]2[C:3]=1[CH:4]=[CH:5][C:6]([CH2:13][NH:14][C:15]([C:17]1[CH:21]=[NH+:20][N:19]([C:22]3[CH:27]=[CH:26][CH:25]=[CH:24][CH:23]=3)[C:18]=1[CH2:28][CH2:29][CH3:30])=[O:16])=[CH:7]2.[Br-].Br[CH2:33][C:34]#[N:35].C(=O)([O-])[O-].[K+].[K+], predict the reaction product. The product is: [Br:1][C:2]1[C:11]([O:12][CH2:33][C:34]#[N:35])=[CH:10][CH:9]=[C:8]2[C:3]=1[CH:4]=[CH:5][C:6]([CH2:13][NH:14][C:15]([C:17]1[CH:21]=[N:20][N:19]([C:22]3[CH:27]=[CH:26][CH:25]=[CH:24][CH:23]=3)[C:18]=1[CH2:28][CH2:29][CH3:30])=[O:16])=[CH:7]2. (5) Given the reactants Cl.[Cl:2][C:3]1[N:4]=[C:5]([C:16]2[CH:37]=[CH:36][C:19]([O:20][CH2:21][CH2:22][CH:23]3[CH2:28][CH2:27][N:26](C(OC(C)(C)C)=O)[CH2:25][CH2:24]3)=[C:18]([C:38]([F:41])([F:40])[F:39])[CH:17]=2)[C:6]2[CH:11]=[CH:10][N:9]([CH2:12][CH2:13][O:14][CH3:15])[C:7]=2[N:8]=1, predict the reaction product. The product is: [ClH:2].[Cl:2][C:3]1[N:4]=[C:5]([C:16]2[CH:37]=[CH:36][C:19]([O:20][CH2:21][CH2:22][CH:23]3[CH2:28][CH2:27][NH:26][CH2:25][CH2:24]3)=[C:18]([C:38]([F:39])([F:40])[F:41])[CH:17]=2)[C:6]2[CH:11]=[CH:10][N:9]([CH2:12][CH2:13][O:14][CH3:15])[C:7]=2[N:8]=1. (6) Given the reactants [CH3:1][N:2]([C:25]1[CH:30]=[CH:29][C:28]([N+:31]([O-])=O)=[CH:27][N:26]=1)[C@@H:3]1[CH2:7][CH2:6][N:5]([C:8]2[C:9]3[CH:16]=[CH:15][N:14]([CH2:17][O:18][CH2:19][CH2:20][Si:21]([CH3:24])([CH3:23])[CH3:22])[C:10]=3[N:11]=[CH:12][N:13]=2)[CH2:4]1, predict the reaction product. The product is: [CH3:1][N:2]([C@@H:3]1[CH2:7][CH2:6][N:5]([C:8]2[C:9]3[CH:16]=[CH:15][N:14]([CH2:17][O:18][CH2:19][CH2:20][Si:21]([CH3:22])([CH3:24])[CH3:23])[C:10]=3[N:11]=[CH:12][N:13]=2)[CH2:4]1)[C:25]1[CH:30]=[CH:29][C:28]([NH2:31])=[CH:27][N:26]=1. (7) Given the reactants F[C:2]1[CH:7]=[CH:6][C:5]([N+:8]([O-])=O)=[CH:4][CH:3]=1.[NH:11]1[CH:15]=[CH:14][CH:13]=[N:12]1, predict the reaction product. The product is: [N:11]1([C:2]2[CH:7]=[CH:6][C:5]([NH2:8])=[CH:4][CH:3]=2)[CH:15]=[CH:14][CH:13]=[N:12]1.